This data is from Catalyst prediction with 721,799 reactions and 888 catalyst types from USPTO. The task is: Predict which catalyst facilitates the given reaction. (1) Reactant: [H-].[Al+3].[Li+].[H-].[H-].[H-].[N:7]1([C:13](=O)[CH2:14][CH2:15][C:16]2[CH:17]=[C:18]([NH2:22])[CH:19]=[CH:20][CH:21]=2)[CH2:12][CH2:11][O:10][CH2:9][CH2:8]1. Product: [N:7]1([CH2:13][CH2:14][CH2:15][C:16]2[CH:17]=[C:18]([NH2:22])[CH:19]=[CH:20][CH:21]=2)[CH2:12][CH2:11][O:10][CH2:9][CH2:8]1. The catalyst class is: 1. (2) Reactant: [Cl:1][C:2]1[CH:7]=[CH:6][CH:5]=[CH:4][C:3]=1[SH:8].[H-].[Na+].[CH2:11]([O:13][C:14]([C@@H:16]1[CH2:20][CH:19](OS(C)(=O)=O)[CH2:18][C@H:17]1[CH2:26][O:27][C:28]1[CH:33]=[CH:32][C:31]([Cl:34])=[CH:30][CH:29]=1)=[O:15])[CH3:12].Cl. Product: [CH2:11]([O:13][C:14]([C@@H:16]1[CH2:20][CH:19]([S:8][C:3]2[CH:4]=[CH:5][CH:6]=[CH:7][C:2]=2[Cl:1])[CH2:18][C@H:17]1[CH2:26][O:27][C:28]1[CH:29]=[CH:30][C:31]([Cl:34])=[CH:32][CH:33]=1)=[O:15])[CH3:12]. The catalyst class is: 7. (3) Reactant: Cl.[CH3:2][S:3]([NH:6][C:7]1[CH:15]=[C:14]2[C:10]([CH:11]=[C:12]([C:16]([OH:18])=O)[NH:13]2)=[CH:9][CH:8]=1)(=[O:5])=[O:4].[NH2:19][C:20]1[CH:21]=[C:22]([CH:31]=[CH:32][CH:33]=1)[C:23]([C:25]1[CH:30]=[CH:29][CH:28]=[CH:27][CH:26]=1)=[O:24].CN(C(ON1N=NC2C=CC=NC1=2)=[N+](C)C)C.F[P-](F)(F)(F)(F)F.CCN(C(C)C)C(C)C. The catalyst class is: 3. Product: [C:23]([C:22]1[CH:21]=[C:20]([NH:19][C:16]([C:12]2[NH:13][C:14]3[C:10]([CH:11]=2)=[CH:9][CH:8]=[C:7]([NH:6][S:3]([CH3:2])(=[O:4])=[O:5])[CH:15]=3)=[O:18])[CH:33]=[CH:32][CH:31]=1)(=[O:24])[C:25]1[CH:26]=[CH:27][CH:28]=[CH:29][CH:30]=1. (4) Reactant: I[C:2]1[C:3](=[O:12])[NH:4][C:5]2[C:10]([CH:11]=1)=[CH:9][CH:8]=[CH:7][CH:6]=2.C([SiH2][O:18][C:19](C)(C)[C:20]1[CH:21]=[C:22]2[C:26](=[CH:27][CH:28]=1)[NH:25][CH:24]=[CH:23]2)(C)(C)C.[C:31]([O:35][C:36](N1C2C(=CC=CC=2)C=C1B(O)O)=[O:37])([CH3:34])([CH3:33])[CH3:32].[Cl-].[Li+].C([O-])([O-])=O.[Na+].[Na+].B(O)O. Product: [C:31]([O:35][C:36]([N:25]1[C:26]2[C:22](=[CH:21][C:20]([CH2:19][OH:18])=[CH:28][CH:27]=2)[CH:23]=[C:24]1[C:2]1[C:3](=[O:12])[NH:4][C:5]2[C:10]([CH:11]=1)=[CH:9][CH:8]=[CH:7][CH:6]=2)=[O:37])([CH3:34])([CH3:33])[CH3:32]. The catalyst class is: 12. (5) Reactant: Br[C:2]1[CH:11]=[CH:10][C:9]2[C:4](=[CH:5][CH:6]=[CH:7][CH:8]=2)[CH:3]=1.[Li][C:13]([CH3:16])([CH3:15])[CH3:14].[Br:17][C:18]1[CH:31]=[CH:30][C:29]2[C:28](=[O:32])[C:27]3[C:22](=[CH:23][CH:24]=[CH:25][CH:26]=3)[C:21](=[O:33])[C:20]=2[CH:19]=1. Product: [Br:17][C:18]1[CH:31]=[CH:30][C:29]2[C:28]([C:2]3[CH:11]=[CH:10][C:9]4[C:4](=[CH:5][CH:6]=[CH:7][CH:8]=4)[CH:3]=3)([OH:32])[C:27]3[C:22](=[CH:23][CH:24]=[CH:25][CH:26]=3)[C:21]([C:5]3[CH:4]=[CH:9][C:16]4[C:13](=[CH:15][CH:3]=[CH:2][CH:11]=4)[CH:14]=3)([OH:33])[C:20]=2[CH:19]=1. The catalyst class is: 773.